From a dataset of Reaction yield outcomes from USPTO patents with 853,638 reactions. Predict the reaction yield, written as a fraction of the theoretical maximum amount of product (1.0 means a 100% yield; for example, 0.34 means a 34% yield). (1) The reactants are [NH2:1][C:2]1[N:7]([C:8]2[C:13]([F:14])=[CH:12][C:11]([O:15][CH2:16][CH2:17][CH2:18][CH2:19][CH2:20]Cl)=[CH:10][C:9]=2[F:22])[C:6](=[O:23])[CH:5]=[CH:4][C:3]=1[C:24](=[O:33])[C:25]1[CH:30]=[CH:29][C:28]([F:31])=[CH:27][C:26]=1[F:32].[CH:34]1([O:39][C:40](=[O:47])[C@H:41]([CH2:43][CH:44]([CH3:46])[CH3:45])[NH2:42])[CH2:38][CH2:37][CH2:36][CH2:35]1.[I-].[Na+].C(N(CC)C(C)C)(C)C. The catalyst is CN(C=O)C.CCOC(C)=O. The product is [NH2:1][C:2]1[N:7]([C:8]2[C:13]([F:14])=[CH:12][C:11]([O:15][CH2:16][CH2:17][CH2:18][CH2:19][CH2:20][NH:42][C@H:41]([C:40]([O:39][CH:34]3[CH2:35][CH2:36][CH2:37][CH2:38]3)=[O:47])[CH2:43][CH:44]([CH3:46])[CH3:45])=[CH:10][C:9]=2[F:22])[C:6](=[O:23])[CH:5]=[CH:4][C:3]=1[C:24](=[O:33])[C:25]1[CH:30]=[CH:29][C:28]([F:31])=[CH:27][C:26]=1[F:32]. The yield is 0.520. (2) The reactants are [NH2:1][CH2:2][C:3]([C:6]1[NH:7][C:8]2[C:13]([CH:14]=1)=[CH:12][C:11]([NH:15][C:16]([C:18]1([C:21]3[CH:29]=[CH:28][C:24]4[O:25][CH2:26][O:27][C:23]=4[CH:22]=3)[CH2:20][CH2:19]1)=[O:17])=[CH:10][CH:9]=2)([CH3:5])[CH3:4].N1C=CC=CC=1.[C:36](OC(=O)C)(=[O:38])[CH3:37].O. The catalyst is ClCCl. The product is [C:36]([NH:1][CH2:2][C:3]([C:6]1[NH:7][C:8]2[C:13]([CH:14]=1)=[CH:12][C:11]([NH:15][C:16]([C:18]1([C:21]3[CH:29]=[CH:28][C:24]4[O:25][CH2:26][O:27][C:23]=4[CH:22]=3)[CH2:20][CH2:19]1)=[O:17])=[CH:10][CH:9]=2)([CH3:4])[CH3:5])(=[O:38])[CH3:37]. The yield is 0.730.